From a dataset of Full USPTO retrosynthesis dataset with 1.9M reactions from patents (1976-2016). Predict the reactants needed to synthesize the given product. (1) Given the product [CH2:1]([C:3]1[CH:8]=[CH:7][C:6]([CH:9]2[CH2:10][CH:11]([C:23]3[O:24][N:35]=[C:32]([C:30]4[S:31][C:27]([F:26])=[CH:28][CH:29]=4)[N:33]=3)[CH2:12][N:13]([C:15]([N:17]3[CH2:18][CH2:19][O:20][CH2:21][CH2:22]3)=[O:16])[CH2:14]2)=[CH:5][CH:4]=1)[CH3:2], predict the reactants needed to synthesize it. The reactants are: [CH2:1]([C:3]1[CH:8]=[CH:7][C:6]([CH:9]2[CH2:14][N:13]([C:15]([N:17]3[CH2:22][CH2:21][O:20][CH2:19][CH2:18]3)=[O:16])[CH2:12][CH:11]([C:23](O)=[O:24])[CH2:10]2)=[CH:5][CH:4]=1)[CH3:2].[F:26][C:27]1[S:31][C:30]([C:32](=[NH:35])[NH:33]O)=[CH:29][CH:28]=1. (2) Given the product [CH3:24][O:23][C:17]1([C:20](=[O:22])[NH:31][C:27]2([CH3:26])[CH2:30][CH2:29][CH2:28]2)[CH2:16][CH2:15][N:14]([CH:9]2[CH2:8][CH:7]3[N:6]([C:4]([O:3][CH2:1][CH3:2])=[O:5])[CH:11]([CH2:12][CH2:13]3)[CH2:10]2)[CH2:19][CH2:18]1, predict the reactants needed to synthesize it. The reactants are: [CH2:1]([O:3][C:4]([N:6]1[CH:11]2[CH2:12][CH2:13][CH:7]1[CH2:8][CH:9]([N:14]1[CH2:19][CH2:18][C:17]([O:23][CH3:24])([C:20]([OH:22])=O)[CH2:16][CH2:15]1)[CH2:10]2)=[O:5])[CH3:2].Cl.[CH3:26][C:27]1([NH2:31])[CH2:30][CH2:29][CH2:28]1.CN(C(ON1N=NC2C=CC=NC1=2)=[N+](C)C)C.F[P-](F)(F)(F)(F)F.CCN(C(C)C)C(C)C.